Dataset: Reaction yield outcomes from USPTO patents with 853,638 reactions. Task: Predict the reaction yield, written as a fraction of the theoretical maximum amount of product (1.0 means a 100% yield; for example, 0.34 means a 34% yield). (1) The reactants are [OH:1][CH2:2][CH:3]1[CH2:20][N:7]2[CH2:8][CH2:9][N:10]([C:12]3[C:17]([Cl:18])=[CH:16][C:15]([Cl:19])=[CH:14][N:13]=3)[CH2:11][CH:6]2[CH2:5][CH2:4]1.[F:21][C:22]1[CH:27]=[CH:26][C:25](O)=[CH:24][CH:23]=1.C1(P(C2C=CC=CC=2)C2C=CC=CC=2)C=CC=CC=1.N(C(OCC)=O)=NC(OCC)=O.Cl. The catalyst is C1COCC1.C(OCC)(=O)C.CCOCC. The product is [F:21][C:22]1[CH:27]=[CH:26][C:25]([O:1][CH2:2][CH:3]2[CH2:20][N:7]3[CH2:8][CH2:9][N:10]([C:12]4[C:17]([Cl:18])=[CH:16][C:15]([Cl:19])=[CH:14][N:13]=4)[CH2:11][CH:6]3[CH2:5][CH2:4]2)=[CH:24][CH:23]=1. The yield is 0.870. (2) The reactants are [CH2:1]([CH:4]1[CH2:8][N:7]([CH2:9][N:10]2[CH:14]=[CH:13][CH:12]=[CH:11]2)[C:6](=[O:15])[CH2:5]1)[CH2:2][CH3:3].[Cl:16]N1C(=O)CCC1=O.C(Cl)(Cl)(Cl)Cl. The catalyst is C1COCC1. The product is [Cl:16][C:14]1[N:10]([CH2:9][N:7]2[CH2:8][CH:4]([CH2:1][CH2:2][CH3:3])[CH2:5][C:6]2=[O:15])[CH:11]=[CH:12][CH:13]=1. The yield is 0.500. (3) The reactants are [Br:1][C:2]1[N:6]=[CH:5][N:4]([C:7]2[CH:12]=[CH:11][C:10](OC(C)C)=[CH:9][CH:8]=2)[N:3]=1.C(=O)([O-])[O-].[Cs+].[Cs+].IC1C=CC([C:30]([F:33])([F:32])[F:31])=CC=1. The catalyst is [Cu]I.CS(C)=O. The product is [Br:1][C:2]1[N:6]=[CH:5][N:4]([C:7]2[CH:8]=[CH:9][C:10]([C:30]([F:33])([F:32])[F:31])=[CH:11][CH:12]=2)[N:3]=1. The yield is 0.640. (4) The reactants are [F:1][C:2]1[C:3]([CH2:14][N:15]([CH3:23])[C:16](=[O:22])[O:17][C:18]([CH3:21])([CH3:20])[CH3:19])=[CH:4][NH:5][C:6]=1[C:7]1[C:8]([F:13])=[N:9][CH:10]=[CH:11][CH:12]=1.[H-].[Na+].C1OCCOCCOCCOCCOC1.[N:41]1([S:46](Cl)(=[O:48])=[O:47])[CH2:45][CH2:44][CH2:43][CH2:42]1. The catalyst is O1CCCC1.C(=O)([O-])O.[Na+]. The product is [F:1][C:2]1[C:3]([CH2:14][N:15]([CH3:23])[C:16](=[O:22])[O:17][C:18]([CH3:19])([CH3:20])[CH3:21])=[CH:4][N:5]([S:46]([N:41]2[CH2:45][CH2:44][CH2:43][CH2:42]2)(=[O:48])=[O:47])[C:6]=1[C:7]1[C:8]([F:13])=[N:9][CH:10]=[CH:11][CH:12]=1. The yield is 0.920. (5) The reactants are [CH:1]1([CH2:4][CH2:5][NH:6][C:7]([C:9]2[N:10]=[N:11][C:12](Cl)=[CH:13][CH:14]=2)=[O:8])[CH2:3][CH2:2]1.[C:16]([N:23]1[CH2:26][CH:25]([NH2:27])[CH2:24]1)([O:18][C:19]([CH3:22])([CH3:21])[CH3:20])=[O:17].N12CCCN=C1CCCCC2. The catalyst is [Br-].C([N+](CCCC)(CCCC)CCCC)CCC.O1CCOCC1. The product is [C:19]([O:18][C:16]([N:23]1[CH2:26][CH:25]([NH:27][C:12]2[N:11]=[N:10][C:9]([C:7](=[O:8])[NH:6][CH2:5][CH2:4][CH:1]3[CH2:3][CH2:2]3)=[CH:14][CH:13]=2)[CH2:24]1)=[O:17])([CH3:22])([CH3:20])[CH3:21]. The yield is 0.430. (6) The reactants are O=C1C2C(=CC=CC=2)C(=O)[N:3]1[O:12][CH2:13][CH2:14][O:15][CH:16]1[CH2:21][CH2:20][N:19]([C:22]([O:24][C:25]([CH3:28])([CH3:27])[CH3:26])=[O:23])[CH2:18][CH2:17]1.O.NN. The catalyst is C(O)C.C(Cl)Cl. The product is [NH2:3][O:12][CH2:13][CH2:14][O:15][CH:16]1[CH2:21][CH2:20][N:19]([C:22]([O:24][C:25]([CH3:28])([CH3:27])[CH3:26])=[O:23])[CH2:18][CH2:17]1. The yield is 0.860. (7) The product is [Cl:1][C:2]1[CH:3]=[CH:4][C:5]2[O:9][CH:8]([CH2:10][N:11]3[CH2:16][CH2:15][N:14]([C:17](=[O:22])[CH2:18][O:43][C:40]4[CH:39]=[CH:38][C:37]([NH:36][C:33]5[CH:34]=[CH:35][C:30]([N+:27]([O-:29])=[O:28])=[C:31]([C:44]([F:45])([F:46])[F:47])[CH:32]=5)=[CH:42][CH:41]=4)[CH2:13][CH2:12]3)[CH2:7][C:6]=2[CH:20]=1. The reactants are [Cl:1][C:2]1[CH:3]=[CH:4][C:5]2[O:9][CH:8]([CH2:10][N:11]3[CH2:16][CH2:15][N:14]([CH2:17][CH2:18]Cl)[CH2:13][CH2:12]3)[CH2:7][C:6]=2[CH:20]=1.C(=O)([O-])[O-:22].[K+].[K+].[N+:27]([C:30]1[CH:35]=[CH:34][C:33]([NH:36][C:37]2[CH:42]=[CH:41][C:40]([OH:43])=[CH:39][CH:38]=2)=[CH:32][C:31]=1[C:44]([F:47])([F:46])[F:45])([O-:29])=[O:28]. The yield is 0.360. The catalyst is C(#N)C.